From a dataset of Catalyst prediction with 721,799 reactions and 888 catalyst types from USPTO. Predict which catalyst facilitates the given reaction. Reactant: FC(F)(F)S(O[C:7]1[CH:12]=[CH:11][C:10]([C:13]#[N:14])=[C:9]([F:15])[C:8]=1[F:16])(=O)=O.[C:19]([NH:26][C:27]1[CH:32]=[CH:31][C:30](B(O)O)=[CH:29][C:28]=1[F:36])([O:21][C:22]([CH3:25])([CH3:24])[CH3:23])=[O:20].C(=O)([O-])[O-].[Na+].[Na+].O. Product: [C:22]([O:21][C:19](=[O:20])[NH:26][C:27]1[CH:32]=[CH:31][C:30]([C:7]2[CH:12]=[CH:11][C:10]([C:13]#[N:14])=[C:9]([F:15])[C:8]=2[F:16])=[CH:29][C:28]=1[F:36])([CH3:25])([CH3:23])[CH3:24]. The catalyst class is: 77.